Dataset: Merck oncology drug combination screen with 23,052 pairs across 39 cell lines. Task: Regression. Given two drug SMILES strings and cell line genomic features, predict the synergy score measuring deviation from expected non-interaction effect. (1) Synergy scores: synergy=-4.51. Drug 2: Cn1c(=O)n(-c2ccc(C(C)(C)C#N)cc2)c2c3cc(-c4cnc5ccccc5c4)ccc3ncc21. Drug 1: Nc1ccn(C2OC(CO)C(O)C2(F)F)c(=O)n1. Cell line: CAOV3. (2) Drug 1: CCC1=CC2CN(C1)Cc1c([nH]c3ccccc13)C(C(=O)OC)(c1cc3c(cc1OC)N(C)C1C(O)(C(=O)OC)C(OC(C)=O)C4(CC)C=CCN5CCC31C54)C2. Drug 2: Cn1nnc2c(C(N)=O)ncn2c1=O. Cell line: PA1. Synergy scores: synergy=-28.2. (3) Drug 1: CN(Cc1cnc2nc(N)nc(N)c2n1)c1ccc(C(=O)NC(CCC(=O)O)C(=O)O)cc1. Drug 2: C=CCn1c(=O)c2cnc(Nc3ccc(N4CCN(C)CC4)cc3)nc2n1-c1cccc(C(C)(C)O)n1. Cell line: SW620. Synergy scores: synergy=-15.2. (4) Drug 1: CS(=O)(=O)CCNCc1ccc(-c2ccc3ncnc(Nc4ccc(OCc5cccc(F)c5)c(Cl)c4)c3c2)o1. Drug 2: Cn1cc(-c2cnn3c(N)c(Br)c(C4CCCNC4)nc23)cn1. Cell line: UACC62. Synergy scores: synergy=5.70. (5) Drug 1: COc1cccc2c1C(=O)c1c(O)c3c(c(O)c1C2=O)CC(O)(C(=O)CO)CC3OC1CC(N)C(O)C(C)O1. Drug 2: CCN(CC)CCNC(=O)c1c(C)[nH]c(C=C2C(=O)Nc3ccc(F)cc32)c1C. Cell line: LOVO. Synergy scores: synergy=-2.04. (6) Drug 1: O=C(O)C1(Cc2cccc(Nc3nccs3)n2)CCC(Oc2cccc(Cl)c2F)CC1. Drug 2: Cn1c(=O)n(-c2ccc(C(C)(C)C#N)cc2)c2c3cc(-c4cnc5ccccc5c4)ccc3ncc21. Cell line: A375. Synergy scores: synergy=18.4.